This data is from Reaction yield outcomes from USPTO patents with 853,638 reactions. The task is: Predict the reaction yield, written as a fraction of the theoretical maximum amount of product (1.0 means a 100% yield; for example, 0.34 means a 34% yield). (1) The reactants are C([O-])([O-])=O.[Cs+].[Cs+].[I:7][C:8]1[CH:13]=[CH:12][C:11]([C:14]2[C:18]3[CH2:19][N:20]([C:23](=[O:25])[CH3:24])[CH2:21][CH2:22][C:17]=3[NH:16][N:15]=2)=[CH:10][CH:9]=1.[CH2:26]([CH:28]1[O:30][CH2:29]1)Cl. The catalyst is CN(C=O)C. The product is [I:7][C:8]1[CH:9]=[CH:10][C:11]([C:14]2[C:18]3[CH2:19][N:20]([C:23](=[O:25])[CH3:24])[CH2:21][CH2:22][C:17]=3[N:16]([CH2:26][CH:28]3[CH2:29][O:30]3)[N:15]=2)=[CH:12][CH:13]=1. The yield is 0.580. (2) The reactants are [CH:1]1([C:7]2[C:8]3[CH:9]=[CH:10][C:11]([C:35]([O:37][CH3:38])=[O:36])=[CH:12][C:13]=3[N:14]3[C:21]=2[C:20]2[CH:22]=[CH:23][CH:24]=[CH:25][C:19]=2[O:18][CH2:17][CH:16]([CH2:26][CH2:27][CH2:28][N:29]2[CH2:34][CH2:33][NH:32][CH2:31][CH2:30]2)[CH2:15]3)[CH2:6][CH2:5][CH2:4][CH2:3][CH2:2]1.[C:39]([O:43][C:44]([N-:46][S:47](N1C=CC(=[N+](C)C)C=C1)(=[O:49])=[O:48])=[O:45])([CH3:42])([CH3:41])[CH3:40].[CH2:59]1COCC1. The catalyst is CCOC(C)=O. The product is [C:39]([O:43][C:44]([N:46]([CH3:59])[S:47]([N:32]1[CH2:33][CH2:34][N:29]([CH2:28][CH2:27][CH2:26][CH:16]2[CH2:15][N:14]3[C:13]4[CH:12]=[C:11]([C:35]([O:37][CH3:38])=[O:36])[CH:10]=[CH:9][C:8]=4[C:7]([CH:1]4[CH2:6][CH2:5][CH2:4][CH2:3][CH2:2]4)=[C:21]3[C:20]3[CH:22]=[CH:23][CH:24]=[CH:25][C:19]=3[O:18][CH2:17]2)[CH2:30][CH2:31]1)(=[O:49])=[O:48])=[O:45])([CH3:42])([CH3:41])[CH3:40]. The yield is 0.580. (3) The product is [S:27]([C:23]1[CH:22]=[C:21]([NH:20][C:17]2[N:16]=[CH:15][C:14]3[C:19](=[C:10]4[CH:9]=[C:8]([C:6]([OH:7])=[O:5])[S:31][C:11]4=[CH:12][CH:13]=3)[N:18]=2)[CH:26]=[CH:25][CH:24]=1)(=[O:30])(=[O:29])[NH2:28]. No catalyst specified. The reactants are C([O:5][C:6]([C:8]1[S:31][C:11]2=[CH:12][CH:13]=[C:14]3[C:19]([N:18]=[C:17]([NH:20][C:21]4[CH:26]=[CH:25][CH:24]=[C:23]([S:27](=[O:30])(=[O:29])[NH2:28])[CH:22]=4)[N:16]=[CH:15]3)=[C:10]2[CH:9]=1)=[O:7])(C)(C)C.C(O)(C(F)(F)F)=O.ClCCl.O. The yield is 0.860. (4) The reactants are [Br-:1].[Li+].[C:3]([NH:11][CH2:12][CH:13]1[CH2:17]OS(=O)[O:14]1)(=[O:10])[C:4]1[CH:9]=[CH:8][CH:7]=[CH:6][CH:5]=1. The catalyst is O1CCCC1. The product is [C:3]([NH:11][CH2:12][C@H:13]([OH:14])[CH2:17][Br:1])(=[O:10])[C:4]1[CH:9]=[CH:8][CH:7]=[CH:6][CH:5]=1. The yield is 0.907. (5) The reactants are [CH3:1][C:2]1([CH3:20])[C:6]([CH3:8])([CH3:7])[O:5][B:4]([C:9]2[CH:14]=[CH:13][C:12]([C:15]3[CH:16]=[N:17][NH:18][CH:19]=3)=[CH:11][CH:10]=2)[O:3]1.C(=O)([O-])[O-].[K+].[K+].I[CH:28]([CH3:30])[CH3:29]. The catalyst is CN(C=O)C. The product is [CH:28]([N:18]1[CH:19]=[C:15]([C:12]2[CH:11]=[CH:10][C:9]([B:4]3[O:5][C:6]([CH3:7])([CH3:8])[C:2]([CH3:20])([CH3:1])[O:3]3)=[CH:14][CH:13]=2)[CH:16]=[N:17]1)([CH3:30])[CH3:29]. The yield is 0.340. (6) The reactants are [Cl:1][C:2]1[CH:11]=[C:10]([N:12]2[CH2:17][CH2:16][N:15]([CH3:18])[CH2:14][CH2:13]2)[CH:9]=[C:8]2[C:3]=1[C:4](=[O:29])[C:5]([C:21]1[CH:26]=[CH:25][C:24]([O:27]C)=[CH:23][CH:22]=1)([CH3:20])[C:6](=[O:19])[NH:7]2.B(Br)(Br)Br.CCCCCC. The catalyst is CCOC(C)=O. The product is [Cl:1][C:2]1[CH:11]=[C:10]([N:12]2[CH2:17][CH2:16][N:15]([CH3:18])[CH2:14][CH2:13]2)[CH:9]=[C:8]2[C:3]=1[C:4](=[O:29])[C:5]([C:21]1[CH:26]=[CH:25][C:24]([OH:27])=[CH:23][CH:22]=1)([CH3:20])[C:6](=[O:19])[NH:7]2. The yield is 0.650.